Dataset: Forward reaction prediction with 1.9M reactions from USPTO patents (1976-2016). Task: Predict the product of the given reaction. (1) The product is: [O:13]=[C:10]1[NH:9][C:8]2[CH:14]=[C:4]([O:24][C:22](=[O:23])[CH3:17])[CH:5]=[CH:6][C:7]=2[O:12][CH2:11]1. Given the reactants C([C:4]1[CH:5]=[CH:6][C:7]2[O:12][CH2:11][C:10](=[O:13])[NH:9][C:8]=2[CH:14]=1)(=O)C.C1C=C(Cl)C=[C:17]([C:22]([O:24]O)=[O:23])C=1.C(=O)(O)[O-].[Na+], predict the reaction product. (2) The product is: [CH3:1][O:2][C:3]1[CH:4]=[C:5]2[C:10](=[CH:11][C:12]=1[O:13][CH3:14])[N:9]=[CH:8][N:7]=[C:6]2[O:15][C:16]1[CH:22]=[CH:21][C:19]([NH:20][C:36]([NH:35][C:33](=[O:34])[C:28]2[CH:29]=[CH:30][CH:31]=[CH:32][C:27]=2[CH3:26])=[S:37])=[CH:18][CH:17]=1. Given the reactants [CH3:1][O:2][C:3]1[CH:4]=[C:5]2[C:10](=[CH:11][C:12]=1[O:13][CH3:14])[N:9]=[CH:8][N:7]=[C:6]2[O:15][C:16]1[CH:22]=[CH:21][C:19]([NH2:20])=[CH:18][CH:17]=1.C(O)C.[CH3:26][C:27]1[CH:32]=[CH:31][CH:30]=[CH:29][C:28]=1[C:33]([N:35]=[C:36]=[S:37])=[O:34], predict the reaction product. (3) Given the reactants CC(=CC)C.P([O-])(O)(O)=O.[Na+].[CH2:12]([C:16]1[N:17]([CH2:30][C:31]2[CH:36]=[CH:35][C:34]([C:37]3[C:38]([C:43]#[N:44])=[CH:39][CH:40]=[CH:41][CH:42]=3)=[CH:33][CH:32]=2)[C:18]([CH:28]=[O:29])=[C:19]([C:21]2[CH:26]=[CH:25][C:24]([F:27])=[CH:23][CH:22]=2)[N:20]=1)[CH2:13][CH2:14][CH3:15].Cl([O-])=[O:46].[Na+].Cl, predict the reaction product. The product is: [CH2:12]([C:16]1[N:17]([CH2:30][C:31]2[CH:32]=[CH:33][C:34]([C:37]3[CH:42]=[CH:41][CH:40]=[CH:39][C:38]=3[C:43]#[N:44])=[CH:35][CH:36]=2)[C:18]([C:28]([OH:46])=[O:29])=[C:19]([C:21]2[CH:22]=[CH:23][C:24]([F:27])=[CH:25][CH:26]=2)[N:20]=1)[CH2:13][CH2:14][CH3:15]. (4) The product is: [Cl:1][C:2]1[CH:7]=[C:6]2[NH:8][C:9](=[O:29])[C:10]3([CH:15]([CH2:16][C:17]([CH3:20])([CH3:18])[CH3:19])[CH2:14][CH2:13][NH:12][CH:11]3[C:22]3[CH:27]=[CH:26][CH:25]=[C:24]([Cl:28])[CH:23]=3)[C:5]2=[CH:4][CH:3]=1. Given the reactants [Cl:1][C:2]1[CH:7]=[C:6]2[NH:8][C:9](=[O:29])[C:10]3([CH:15]([CH2:16][C:17]([CH3:20])([CH3:19])[CH3:18])[CH2:14][C:13](=O)[NH:12][CH:11]3[C:22]3[CH:27]=[CH:26][CH:25]=[C:24]([Cl:28])[CH:23]=3)[C:5]2=[CH:4][CH:3]=1.[BH4-].[Na+], predict the reaction product. (5) Given the reactants [F:1][C:2]1[CH:10]=[C:9]([F:11])[CH:8]=[CH:7][C:3]=1[C:4](Cl)=[O:5].[CH3:12][NH2:13], predict the reaction product. The product is: [F:1][C:2]1[CH:10]=[C:9]([F:11])[CH:8]=[CH:7][C:3]=1[C:4]([NH:13][CH3:12])=[O:5]. (6) Given the reactants Br[C:2]1[CH:3]=[C:4]([CH:7]=[C:8]([CH2:10][CH2:11][C:12]2[CH:17]=[C:16]([CH3:18])[CH:15]=[C:14]([N:19]3[C:23]([CH3:24])=[CH:22][CH:21]=[C:20]3[CH3:25])[N:13]=2)[CH:9]=1)[C:5]#[N:6].[C:26]([C:28]1[N:33]=[C:32]2[NH:34][CH:35]=[CH:36][C:31]2=[CH:30][CH:29]=1)#[CH:27].C1C=CC(P(C2C=CC=CC=2)C2C=CC=CC=2)=CC=1.C(NCC)C, predict the reaction product. The product is: [NH:34]1[C:32]2=[N:33][C:28]([C:26]#[C:27][C:2]3[CH:3]=[C:4]([CH:7]=[C:8]([CH2:10][CH2:11][C:12]4[CH:17]=[C:16]([CH3:18])[CH:15]=[C:14]([N:19]5[C:23]([CH3:24])=[CH:22][CH:21]=[C:20]5[CH3:25])[N:13]=4)[CH:9]=3)[C:5]#[N:6])=[CH:29][CH:30]=[C:31]2[CH:36]=[CH:35]1. (7) Given the reactants Cl[C:2]1[N:11]=[C:10]2[C:5]([CH2:6][CH2:7][CH2:8][NH:9]2)=[CH:4][CH:3]=1.[F:12][C:13]([F:24])([F:23])[C:14]1[CH:15]=[C:16](B(O)O)[CH:17]=[CH:18][CH:19]=1.C([O-])([O-])=O.[Cs+].[Cs+], predict the reaction product. The product is: [F:12][C:13]([F:24])([F:23])[C:14]1[CH:19]=[C:18]([C:2]2[N:11]=[C:10]3[C:5]([CH2:6][CH2:7][CH2:8][NH:9]3)=[CH:4][CH:3]=2)[CH:17]=[CH:16][CH:15]=1. (8) Given the reactants [C:1]([NH:4][CH2:5][CH2:6][CH:7]([C:9]1[CH:18]=[CH:17][C:12]([C:13]([O:15]C)=[O:14])=[CH:11][CH:10]=1)[CH3:8])(=[O:3])[CH3:2], predict the reaction product. The product is: [C:1]([NH:4][CH2:5][CH2:6][CH:7]([C:9]1[CH:10]=[CH:11][C:12]([C:13]([OH:15])=[O:14])=[CH:17][CH:18]=1)[CH3:8])(=[O:3])[CH3:2]. (9) Given the reactants [H-].[Na+].O[C:4]1[CH:11]=[CH:10][C:7]([CH:8]=[O:9])=[CH:6][CH:5]=1.[CH3:12][O:13][CH2:14][CH2:15][O:16][CH2:17]Cl, predict the reaction product. The product is: [CH3:12][O:13][CH2:14][CH2:15][O:16][CH2:17][C:4]1[CH:11]=[CH:10][C:7]([CH:8]=[O:9])=[CH:6][CH:5]=1. (10) Given the reactants [CH2:1]([N:19]([CH2:28][CH2:29][CH2:30][CH2:31][CH2:32][CH2:33][CH2:34][CH2:35]/[CH:36]=[CH:37]\[CH2:38]/[CH:39]=[CH:40]\[CH2:41][CH2:42][CH2:43][CH2:44][CH3:45])[C:20](=[O:27])[O:21][CH2:22][CH2:23][CH2:24][CH2:25]O)[CH2:2][CH2:3][CH2:4][CH2:5][CH2:6][CH2:7][CH2:8]/[CH:9]=[CH:10]\[CH2:11]/[CH:12]=[CH:13]\[CH2:14][CH2:15][CH2:16][CH2:17][CH3:18].S(Cl)(=O)(=O)C.[CH2:51]([N:53](CC)[CH2:54]C)C.C(=O)([O-])O.[Na+].CNC, predict the reaction product. The product is: [CH2:1]([N:19]([CH2:28][CH2:29][CH2:30][CH2:31][CH2:32][CH2:33][CH2:34][CH2:35]/[CH:36]=[CH:37]\[CH2:38]/[CH:39]=[CH:40]\[CH2:41][CH2:42][CH2:43][CH2:44][CH3:45])[C:20](=[O:27])[O:21][CH2:22][CH2:23][CH2:24][CH2:25][N:53]([CH3:54])[CH3:51])[CH2:2][CH2:3][CH2:4][CH2:5][CH2:6][CH2:7][CH2:8]/[CH:9]=[CH:10]\[CH2:11]/[CH:12]=[CH:13]\[CH2:14][CH2:15][CH2:16][CH2:17][CH3:18].